This data is from Reaction yield outcomes from USPTO patents with 853,638 reactions. The task is: Predict the reaction yield, written as a fraction of the theoretical maximum amount of product (1.0 means a 100% yield; for example, 0.34 means a 34% yield). (1) The product is [O:4]=[C:5]1[CH2:10][CH2:9][N:8]([CH:11]([CH3:25])[CH2:12][CH2:13][NH:14][C:15]([C:17]2[C:22]([CH3:23])=[N:21][CH:20]=[N:19][C:18]=2[CH3:24])=[O:16])[CH2:7][CH2:6]1. The yield is 0.230. The reactants are O1[C:5]2([CH2:10][CH2:9][N:8]([CH:11]([CH3:25])[CH2:12][CH2:13][NH:14][C:15]([C:17]3[C:18]([CH3:24])=[N:19][CH:20]=[N:21][C:22]=3[CH3:23])=[O:16])[CH2:7][CH2:6]2)[O:4]CC1. The catalyst is CC(C)=O.Cl. (2) The reactants are CS(C)=O.C(Cl)(=O)C(Cl)=O.[CH2:11]([O:14][C:15](=[O:71])[NH:16][C@@H:17]([CH:68]([CH3:70])[CH3:69])[C:18]([NH:20][C@@H:21]([CH3:67])[C:22]([NH:24][C:25]1[CH:30]=[CH:29][C:28]([CH2:31][O:32][C:33](=[O:66])[NH:34][C:35]2[CH:40]=[C:39]([O:41][Si:42]([CH:49]([CH3:51])[CH3:50])([CH:46]([CH3:48])[CH3:47])[CH:43]([CH3:45])[CH3:44])[C:38]([O:52][CH3:53])=[CH:37][C:36]=2[C:54]([N:56]2[CH:60]=[C:59](/[CH:61]=[CH:62]/[CH3:63])[CH2:58][C@H:57]2[CH2:64][OH:65])=[O:55])=[CH:27][CH:26]=1)=[O:23])=[O:19])[CH:12]=[CH2:13].C(N(CC)CC)C. The catalyst is C(Cl)Cl. The product is [OH:65][C@@H:64]1[N:34]([C:33]([O:32][CH2:31][C:28]2[CH:27]=[CH:26][C:25]([NH:24][C:22](=[O:23])[C@@H:21]([NH:20][C:18](=[O:19])[C@@H:17]([NH:16][C:15]([O:14][CH2:11][CH:12]=[CH2:13])=[O:71])[CH:68]([CH3:70])[CH3:69])[CH3:67])=[CH:30][CH:29]=2)=[O:66])[C:35]2[CH:40]=[C:39]([O:41][Si:42]([CH:49]([CH3:50])[CH3:51])([CH:43]([CH3:45])[CH3:44])[CH:46]([CH3:48])[CH3:47])[C:38]([O:52][CH3:53])=[CH:37][C:36]=2[C:54](=[O:55])[N:56]2[CH:60]=[C:59](/[CH:61]=[CH:62]/[CH3:63])[CH2:58][C@@H:57]12. The yield is 0.540. (3) The reactants are [NH:1]([C:41]([O:43][C:44]([CH3:47])([CH3:46])[CH3:45])=[O:42])[C@H:2]([C:18]([NH:20][C@H:21]([C:23]([NH:25][C@H:26]([C:37]([O:39]C)=[O:38])[CH2:27][C:28]1[C:36]2[C:31](=[CH:32][CH:33]=[CH:34][CH:35]=2)[NH:30][CH:29]=1)=[O:24])[CH3:22])=[O:19])[CH2:3][C:4]1[CH:9]=[CH:8][C:7]([O:10][CH2:11][C:12]2[CH:17]=[CH:16][CH:15]=[CH:14][CH:13]=2)=[CH:6][CH:5]=1.[Li+].[OH-].C1(NC2CCCCC2)CCCCC1.CCOCC. The catalyst is C1COCC1.CO. The product is [NH:1]([C:41]([O:43][C:44]([CH3:45])([CH3:47])[CH3:46])=[O:42])[C@H:2]([C:18]([NH:20][C@H:21]([C:23]([NH:25][C@H:26]([C:37]([OH:39])=[O:38])[CH2:27][C:28]1[C:36]2[C:31](=[CH:32][CH:33]=[CH:34][CH:35]=2)[NH:30][CH:29]=1)=[O:24])[CH3:22])=[O:19])[CH2:3][C:4]1[CH:9]=[CH:8][C:7]([O:10][CH2:11][C:12]2[CH:13]=[CH:14][CH:15]=[CH:16][CH:17]=2)=[CH:6][CH:5]=1. The yield is 0.640. (4) The product is [N:1]1[CH:6]=[CH:5][CH:4]=[CH:3][C:2]=1[NH:7][CH2:8][CH2:9][CH2:10][O:11][C:12]1[CH:13]=[C:14]2[C:18](=[CH:19][CH:20]=1)[NH:17][C:16]([CH2:21][CH:22]([CH2:27][CH2:28][CH2:29][CH2:30][CH2:31][CH3:32])[C:23]([OH:25])=[O:24])=[CH:15]2. The yield is 0.900. The catalyst is CO.O. The reactants are [N:1]1[CH:6]=[CH:5][CH:4]=[CH:3][C:2]=1[NH:7][CH2:8][CH2:9][CH2:10][O:11][C:12]1[CH:13]=[C:14]2[C:18](=[CH:19][CH:20]=1)[NH:17][C:16]([CH2:21][CH:22]([CH2:27][CH2:28][CH2:29][CH2:30][CH2:31][CH3:32])[C:23]([O:25]C)=[O:24])=[CH:15]2.[OH-].[Na+]. (5) The reactants are [CH3:1][O:2][C:3]([C:5]1([C:8]2[CH:13]=[C:12](I)[C:11]([O:15][CH2:16][C:17]([CH3:19])=[CH2:18])=[C:10](I)[CH:9]=2)[CH2:7][CH2:6]1)=[O:4].CCCC[SnH](CCCC)CCCC.CC(N=NC(C#N)(C)C)(C#N)C. The catalyst is C1(C)C=CC=CC=1. The product is [CH3:1][O:2][C:3]([C:5]1([C:8]2[CH:13]=[CH:12][C:11]3[O:15][CH2:16][C:17]([CH3:19])([CH3:18])[C:10]=3[CH:9]=2)[CH2:7][CH2:6]1)=[O:4]. The yield is 0.620. (6) The reactants are Cl[CH2:2][C:3]1[CH:4]=[CH:5][C:6]2[O:11][C:10]([F:13])([F:12])[O:9]C(F)(F)[C:7]=2[CH:16]=1.[C-:17]#[N:18].[Na+]. The yield is 0.680. The product is [F:13][C:10]1([F:12])[O:11][C:6]2[CH:5]=[CH:4][C:3]([CH2:2][C:17]#[N:18])=[CH:16][C:7]=2[O:9]1. The catalyst is CS(C)=O. (7) The reactants are CN(C(ON1N=NC2C=CC=NC1=2)=[N+](C)C)C.F[P-](F)(F)(F)(F)F.[I:25][C:26]1[NH:30][C:29]([C@@H:31]2[CH2:36][C@@H:35]3[C@@H:33]([CH2:34]3)[NH:32]2)=[N:28][CH:27]=1.[CH3:37][O:38][C:39]([NH:41][C@@H:42]([CH:46]1[CH2:51][CH2:50][O:49][CH2:48][CH2:47]1)[C:43](O)=[O:44])=[O:40].CCN(C(C)C)C(C)C. The catalyst is CN(C=O)C.CO.O.CO.C(Cl)Cl. The product is [I:25][C:26]1[NH:30][C:29]([C@@H:31]2[CH2:36][C@@H:35]3[C@@H:33]([CH2:34]3)[N:32]2[C:43](=[O:44])[C@@H:42]([NH:41][C:39](=[O:40])[O:38][CH3:37])[CH:46]2[CH2:51][CH2:50][O:49][CH2:48][CH2:47]2)=[N:28][CH:27]=1. The yield is 0.421. (8) The reactants are [Cl:1][C:2]1[CH:3]=[C:4]2[C:8](=[CH:9][CH:10]=1)[NH:7][C:6](=[O:11])[CH2:5]2.[CH2:12]([N:14]([CH2:29][CH3:30])[CH2:15][CH2:16][NH:17][C:18]([C:20]1[C:24]([CH3:25])=[C:23]([CH:26]=O)[NH:22][C:21]=1[CH3:28])=[O:19])[CH3:13]. The catalyst is N1CCCCC1.C(O)C. The product is [CH2:29]([N:14]([CH2:12][CH3:13])[CH2:15][CH2:16][NH:17][C:18]([C:20]1[C:24]([CH3:25])=[C:23]([CH:26]=[C:5]2[C:4]3[C:8](=[CH:9][CH:10]=[C:2]([Cl:1])[CH:3]=3)[NH:7][C:6]2=[O:11])[NH:22][C:21]=1[CH3:28])=[O:19])[CH3:30]. The yield is 0.680.